This data is from Full USPTO retrosynthesis dataset with 1.9M reactions from patents (1976-2016). The task is: Predict the reactants needed to synthesize the given product. (1) Given the product [C:1]([C:5]1[CH:10]=[CH:9][C:8]([C:15]2[CH:16]=[C:17]([CH3:28])[C:18]([N:22]=[CH:23][N:24]([CH2:26][CH3:27])[CH3:25])=[CH:19][C:20]=2[CH3:21])=[CH:7][CH:6]=1)([CH3:4])([CH3:3])[CH3:2], predict the reactants needed to synthesize it. The reactants are: [C:1]([C:5]1[CH:10]=[CH:9][C:8](B(O)O)=[CH:7][CH:6]=1)([CH3:4])([CH3:3])[CH3:2].Br[C:15]1[C:20]([CH3:21])=[CH:19][C:18]([N:22]=[CH:23][N:24]([CH2:26][CH3:27])[CH3:25])=[C:17]([CH3:28])[CH:16]=1.C(=O)([O-])[O-].[Cs+].[Cs+].O. (2) Given the product [Cl:1][C:2]1[N:7]=[C:6]2[N:8]([C:22]([O:21][C:17]([CH3:20])([CH3:19])[CH3:18])=[O:23])[N:9]=[CH:10][C:5]2=[C:4]([N:11]2[CH2:12][CH2:13][O:14][CH2:15][CH2:16]2)[N:3]=1, predict the reactants needed to synthesize it. The reactants are: [Cl:1][C:2]1[N:7]=[C:6]2[NH:8][N:9]=[CH:10][C:5]2=[C:4]([N:11]2[CH2:16][CH2:15][O:14][CH2:13][CH2:12]2)[N:3]=1.[C:17]([O:21][C:22](O[C:22]([O:21][C:17]([CH3:20])([CH3:19])[CH3:18])=[O:23])=[O:23])([CH3:20])([CH3:19])[CH3:18].